This data is from Full USPTO retrosynthesis dataset with 1.9M reactions from patents (1976-2016). The task is: Predict the reactants needed to synthesize the given product. (1) Given the product [C:15]([C:17]1([NH:20][C:21]([C@@H:22]([NH:23][C@@H:24]([C:29]2[CH:30]=[CH:31][C:32]([C:2]3[S:3][CH:4]=[C:5]([C:7]4([C:10]([O:12][CH2:13][CH3:14])=[O:11])[CH2:9][CH2:8]4)[N:6]=3)=[CH:33][CH:34]=2)[C:25]([F:26])([F:28])[F:27])[CH2:44][C:45]([F:48])([CH3:47])[CH3:46])=[O:49])[CH2:19][CH2:18]1)#[N:16], predict the reactants needed to synthesize it. The reactants are: Br[C:2]1[S:3][CH:4]=[C:5]([C:7]2([C:10]([O:12][CH2:13][CH3:14])=[O:11])[CH2:9][CH2:8]2)[N:6]=1.[C:15]([C:17]1([NH:20][C:21](=[O:49])[C@H:22]([CH2:44][C:45]([F:48])([CH3:47])[CH3:46])[NH:23][C@@H:24]([C:29]2[CH:34]=[CH:33][C:32](B3OC(C)(C)C(C)(C)O3)=[CH:31][CH:30]=2)[C:25]([F:28])([F:27])[F:26])[CH2:19][CH2:18]1)#[N:16]. (2) Given the product [Br:1][C:2]1[CH:7]=[CH:6][C:5]([C:8]2[O:9][C:10]([CH3:21])=[C:11]([CH2:13][CH2:14][CH:15]=[O:25])[N:12]=2)=[CH:4][CH:3]=1, predict the reactants needed to synthesize it. The reactants are: [Br:1][C:2]1[CH:7]=[CH:6][C:5]([C:8]2[O:9][C:10]([CH3:21])=[C:11]([CH2:13][CH2:14][CH:15]3SCCCS3)[N:12]=2)=[CH:4][CH:3]=1.C1C[O:25]CC1.C(Cl)Cl.